This data is from Peptide-MHC class I binding affinity with 185,985 pairs from IEDB/IMGT. The task is: Regression. Given a peptide amino acid sequence and an MHC pseudo amino acid sequence, predict their binding affinity value. This is MHC class I binding data. (1) The peptide sequence is IPCMDVVL. The MHC is HLA-B54:01 with pseudo-sequence HLA-B54:01. The binding affinity (normalized) is 0. (2) The binding affinity (normalized) is 0.320. The MHC is Mamu-B08 with pseudo-sequence Mamu-B08. The peptide sequence is KKPRNFPMAQV. (3) The peptide sequence is TFMYVFSTF. The MHC is HLA-A03:01 with pseudo-sequence HLA-A03:01. The binding affinity (normalized) is 0.0847. (4) The MHC is HLA-B15:09 with pseudo-sequence HLA-B15:09. The peptide sequence is YEVPAALIL. The binding affinity (normalized) is 0.284. (5) The peptide sequence is AHYEEDVNL. The MHC is HLA-A31:01 with pseudo-sequence HLA-A31:01. The binding affinity (normalized) is 0.0847. (6) The peptide sequence is EPLAVIASL. The MHC is HLA-B07:02 with pseudo-sequence HLA-B07:02. The binding affinity (normalized) is 0.0847. (7) The peptide sequence is GGFFRPWSM. The MHC is Mamu-B52 with pseudo-sequence Mamu-B52. The binding affinity (normalized) is 0.429. (8) The binding affinity (normalized) is 0.686. The peptide sequence is FPALRDAIL. The MHC is HLA-B08:01 with pseudo-sequence HLA-B08:01. (9) The peptide sequence is AAHARFVAA. The MHC is HLA-A02:03 with pseudo-sequence HLA-A02:03. The binding affinity (normalized) is 0.343. (10) The binding affinity (normalized) is 0. The MHC is HLA-A68:02 with pseudo-sequence HLA-A68:02. The peptide sequence is KIVQLPKRGV.